Dataset: Full USPTO retrosynthesis dataset with 1.9M reactions from patents (1976-2016). Task: Predict the reactants needed to synthesize the given product. (1) Given the product [F:14][C:15]1[CH:16]=[C:17]([NH:18][C:2]2[N:13]=[CH:12][CH:11]=[CH:10][C:3]=2[C:4]([NH:6][CH2:7][C:8]#[CH:9])=[O:5])[CH:19]=[CH:20][CH:21]=1, predict the reactants needed to synthesize it. The reactants are: Cl[C:2]1[N:13]=[CH:12][CH:11]=[CH:10][C:3]=1[C:4]([NH:6][CH2:7][C:8]#[CH:9])=[O:5].[F:14][C:15]1[CH:16]=[C:17]([CH:19]=[CH:20][CH:21]=1)[NH2:18]. (2) Given the product [Cl:35][C:36]([Cl:41])([Cl:40])[C:37]([C:32]1[N:31]2[C:26]([CH2:25][N:8]([C:6]([O:5][C:1]([CH3:4])([CH3:2])[CH3:3])=[O:7])[C:9]3[CH:10]=[CH:11][C:12]([CH2:15][CH2:16][NH:17][S:18]([C:21]([F:24])([F:22])[F:23])(=[O:20])=[O:19])=[CH:13][CH:14]=3)=[CH:27][CH:28]=[CH:29][C:30]2=[N:34][CH:33]=1)=[O:38], predict the reactants needed to synthesize it. The reactants are: [C:1]([O:5][C:6]([N:8]([CH2:25][C:26]1[N:31]2[CH:32]=[CH:33][N:34]=[C:30]2[CH:29]=[CH:28][CH:27]=1)[C:9]1[CH:14]=[CH:13][C:12]([CH2:15][CH2:16][NH:17][S:18]([C:21]([F:24])([F:23])[F:22])(=[O:20])=[O:19])=[CH:11][CH:10]=1)=[O:7])([CH3:4])([CH3:3])[CH3:2].[Cl:35][C:36]([Cl:41])([Cl:40])[C:37](Cl)=[O:38].C(=O)([O-])O.[Na+]. (3) Given the product [Cl:1][C:2]1[CH:3]=[CH:4][C:5]([C:25]([O:27][CH3:28])=[O:26])=[C:6]2[C:10]=1[N:9]=[C:8]1[N:11]([C:12]3[C:13]([Cl:20])=[CH:14][C:15]([Cl:19])=[CH:16][C:17]=3[Cl:18])[CH2:23][CH2:22][CH2:21][N:7]21, predict the reactants needed to synthesize it. The reactants are: [Cl:1][C:2]1[C:10]2[N:9]=[C:8]([NH:11][C:12]3[C:17]([Cl:18])=[CH:16][C:15]([Cl:19])=[CH:14][C:13]=3[Cl:20])[N:7]([CH2:21][CH2:22][CH2:23]O)[C:6]=2[C:5]([C:25]([O:27][CH3:28])=[O:26])=[CH:4][CH:3]=1.C(N(CC)CC)C.CS(Cl)(=O)=O.C(=O)([O-])[O-].[K+].[K+]. (4) Given the product [CH:30]1([C:2]2[CH:3]=[C:4]([S:8]([N:11]3[CH2:16][C@H:15]([CH3:17])[O:14][C:13]4[N:18]=[CH:19][C:20]([NH:22][C:23](=[O:29])[O:24][C:25]([CH3:26])([CH3:28])[CH3:27])=[CH:21][C:12]3=4)(=[O:9])=[O:10])[CH:5]=[CH:6][CH:7]=2)[CH2:32][CH2:31]1, predict the reactants needed to synthesize it. The reactants are: Br[C:2]1[CH:3]=[C:4]([S:8]([N:11]2[CH2:16][C@H:15]([CH3:17])[O:14][C:13]3[N:18]=[CH:19][C:20]([NH:22][C:23](=[O:29])[O:24][C:25]([CH3:28])([CH3:27])[CH3:26])=[CH:21][C:12]2=3)(=[O:10])=[O:9])[CH:5]=[CH:6][CH:7]=1.[CH:30]1(B(O)O)[CH2:32][CH2:31]1.C1(P(C2CCCCC2)C2CCCCC2)CCCCC1.[O-]P([O-])([O-])=O.[K+].[K+].[K+]. (5) Given the product [C:15]([O:18][CH:2]([C:8]1[CH:13]=[CH:12][C:11]([Br:14])=[CH:10][CH:9]=1)[C:3]([O:5][CH2:6][CH3:7])=[O:4])(=[O:17])[CH3:16], predict the reactants needed to synthesize it. The reactants are: Br[CH:2]([C:8]1[CH:13]=[CH:12][C:11]([Br:14])=[CH:10][CH:9]=1)[C:3]([O:5][CH2:6][CH3:7])=[O:4].[C:15]([O-:18])(=[O:17])[CH3:16].[K+]. (6) The reactants are: [C:1]([O:5][C:6]([NH:8][CH2:9][CH2:10][CH2:11][OH:12])=[O:7])([CH3:4])([CH3:3])[CH3:2].C(N(CC)CC)C.[S:20](Cl)([C:23]1[CH:29]=[CH:28][C:26]([CH3:27])=[CH:25][CH:24]=1)(=[O:22])=[O:21]. Given the product [S:20]([C:23]1[CH:29]=[CH:28][C:26]([CH3:27])=[CH:25][CH:24]=1)([O:12][CH2:11][CH2:10][CH2:9][NH:8][C:6]([O:5][C:1]([CH3:4])([CH3:3])[CH3:2])=[O:7])(=[O:22])=[O:21], predict the reactants needed to synthesize it. (7) Given the product [C:1]1([C:29]2[CH:30]=[CH:31][CH:32]=[CH:33][CH:34]=2)[CH:2]=[CH:3][C:4]([C:7]2[C:26]([F:27])=[CH:25][C:10]3[NH:11][C:12]([O:14][CH:15]4[CH2:20][CH2:19][CH2:18][CH:17]([C:21]([OH:23])=[O:22])[CH2:16]4)=[N:13][C:9]=3[C:8]=2[F:28])=[CH:5][CH:6]=1, predict the reactants needed to synthesize it. The reactants are: [C:1]1([C:29]2[CH:34]=[CH:33][CH:32]=[CH:31][CH:30]=2)[CH:6]=[CH:5][C:4]([C:7]2[C:26]([F:27])=[CH:25][C:10]3[NH:11][C:12]([O:14][CH:15]4[CH2:20][CH2:19][CH2:18][CH:17]([C:21]([O:23]C)=[O:22])[CH2:16]4)=[N:13][C:9]=3[C:8]=2[F:28])=[CH:3][CH:2]=1.O([Si](C)(C)C)[K].